The task is: Predict the reactants needed to synthesize the given product.. This data is from Full USPTO retrosynthesis dataset with 1.9M reactions from patents (1976-2016). (1) Given the product [Br:21][C:19]1[CH:20]=[C:15]([NH:13][C:10]2[CH:9]=[CH:8][C:7]([N:5]3[CH2:6][CH:3]([O:2][CH3:1])[CH2:4]3)=[CH:12][N:11]=2)[C:16](=[O:23])[N:17]([CH3:22])[CH:18]=1, predict the reactants needed to synthesize it. The reactants are: [CH3:1][O:2][CH:3]1[CH2:6][N:5]([C:7]2[CH:8]=[CH:9][C:10]([NH2:13])=[N:11][CH:12]=2)[CH2:4]1.Br[C:15]1[C:16](=[O:23])[N:17]([CH3:22])[CH:18]=[C:19]([Br:21])[CH:20]=1.CC1(C)C2C(=C(P(C3C=CC=CC=3)C3C=CC=CC=3)C=CC=2)OC2C(P(C3C=CC=CC=3)C3C=CC=CC=3)=CC=CC1=2.C([O-])([O-])=O.[Cs+].[Cs+]. (2) The reactants are: O[CH2:2][CH2:3]CC1C=CC(O)=CC=1.C1(=O)CCCCC1.[CH3:19][C:20]([O:27][C:28]1[CH:33]=[CH:32][C:31]([CH2:34][CH2:35][CH2:36][O:37][S:38]([CH3:41])(=[O:40])=[O:39])=[CH:30][CH:29]=1)([CH2:25][CH3:26])[C:21]([O:23][CH3:24])=[O:22]. Given the product [CH3:41][S:38]([O:37][CH2:36][CH2:35][CH2:34][C:31]1[CH:30]=[CH:29][C:28]([O:27][C:20]2([C:21]([O:23][CH3:24])=[O:22])[CH2:19][CH2:3][CH2:2][CH2:26][CH2:25]2)=[CH:33][CH:32]=1)(=[O:39])=[O:40], predict the reactants needed to synthesize it. (3) Given the product [C:1]([C:3]1[CH:8]=[CH:7][C:6]([S:9]([NH:2][C:1]2[CH:3]=[CH:4][CH:5]=[C:20]3[C:21]=2[N:16]=[CH:17][CH:18]=[CH:19]3)(=[O:11])=[O:10])=[C:5]([N+:13]([O-:15])=[O:14])[CH:4]=1)#[N:2], predict the reactants needed to synthesize it. The reactants are: [C:1]([C:3]1[CH:8]=[CH:7][C:6]([S:9](Cl)(=[O:11])=[O:10])=[C:5]([N+:13]([O-:15])=[O:14])[CH:4]=1)#[N:2].[N:16]1[CH:21]=[CH:20][CH:19]=[CH:18][CH:17]=1. (4) Given the product [CH:24]12[N:27]([C:17]([C@H:13]3[CH2:14][CH2:15][CH2:16][N:11]([S:8]([C:3]4[CH:4]=[CH:5][CH:6]=[CH:7][C:2]=4[Cl:1])(=[O:9])=[O:10])[CH2:12]3)=[O:19])[CH:21]([CH2:26][CH2:25]1)[CH2:22][CH2:23]2, predict the reactants needed to synthesize it. The reactants are: [Cl:1][C:2]1[CH:7]=[CH:6][CH:5]=[CH:4][C:3]=1[S:8]([N:11]1[CH2:16][CH2:15][CH2:14][C@@H:13]([C:17]([OH:19])=O)[CH2:12]1)(=[O:10])=[O:9].Cl.[CH:21]12[NH:27][CH:24]([CH2:25][CH2:26]1)[CH2:23][CH2:22]2. (5) Given the product [CH3:28][C:27]([CH3:30])([CH3:29])[CH2:26][C:13]1[N:12]=[C:11]([CH2:10][O:9][C:6]2[N:5]=[CH:4][N:3]=[C:2](/[CH:39]=[CH:40]/[C:41]([O:43][CH2:44][CH3:45])=[O:42])[C:7]=2[F:8])[CH:16]=[CH:15][C:14]=1[C:17]1[CH:22]=[C:21]([O:23][CH3:24])[CH:20]=[CH:19][C:18]=1[F:25], predict the reactants needed to synthesize it. The reactants are: Cl[C:2]1[C:7]([F:8])=[C:6]([O:9][CH2:10][C:11]2[CH:16]=[CH:15][C:14]([C:17]3[CH:22]=[C:21]([O:23][CH3:24])[CH:20]=[CH:19][C:18]=3[F:25])=[C:13]([CH2:26][C:27]([CH3:30])([CH3:29])[CH3:28])[N:12]=2)[N:5]=[CH:4][N:3]=1.CC1(C)C(C)(C)OB([CH:39]=[CH:40][C:41]([O:43][CH2:44][CH3:45])=[O:42])O1.C(=O)([O-])[O-].[Cs+].[Cs+].C1(P(C2CCCCC2)C2C=CC=CC=2C2C(OC)=CC=CC=2OC)CCCCC1. (6) The reactants are: Br[CH2:2][C:3]1[CH:19]=[CH:18][C:6]([C:7]([NH:9][C:10]2[CH:15]=[CH:14][C:13]([CH3:16])=[C:12]([Br:17])[CH:11]=2)=[O:8])=[CH:5][C:4]=1[C:20]([F:23])([F:22])[F:21].C(=O)([O-])[O-].[K+].[K+].[CH3:30][N:31]1[CH2:36][CH2:35][NH:34][CH2:33][CH2:32]1. Given the product [Br:17][C:12]1[CH:11]=[C:10]([NH:9][C:7](=[O:8])[C:6]2[CH:18]=[CH:19][C:3]([CH2:2][N:34]3[CH2:35][CH2:36][N:31]([CH3:30])[CH2:32][CH2:33]3)=[C:4]([C:20]([F:23])([F:22])[F:21])[CH:5]=2)[CH:15]=[CH:14][C:13]=1[CH3:16], predict the reactants needed to synthesize it.